Dataset: Catalyst prediction with 721,799 reactions and 888 catalyst types from USPTO. Task: Predict which catalyst facilitates the given reaction. (1) Reactant: C[O:2][C:3](=[O:43])[CH:4]([NH:27][C:28](=[O:42])[CH:29]([CH2:37][S:38]C(=O)C)[CH2:30][C:31]1[CH:36]=[CH:35][CH:34]=[CH:33][CH:32]=1)[CH2:5][C:6]1[CH:11]=[CH:10][C:9]([NH:12][C:13](=[O:26])[CH2:14][NH:15][CH2:16][C:17]([N:19]2[CH2:23][CH2:22][CH2:21][CH:20]2[C:24]#[N:25])=[O:18])=[CH:8][CH:7]=1.[Li+].[OH-]. Product: [C:24]([CH:20]1[CH2:21][CH2:22][CH2:23][N:19]1[C:17](=[O:18])[CH2:16][NH:15][CH2:14][C:13]([NH:12][C:9]1[CH:10]=[CH:11][C:6]([CH2:5][CH:4]([NH:27][C:28](=[O:42])[CH:29]([CH2:37][SH:38])[CH2:30][C:31]2[CH:32]=[CH:33][CH:34]=[CH:35][CH:36]=2)[C:3]([OH:43])=[O:2])=[CH:7][CH:8]=1)=[O:26])#[N:25]. The catalyst class is: 1. (2) Reactant: [H-].[H-].[H-].[H-].[Li+].[Al+3].[O:7]1[CH2:12][CH2:11][CH:10]([CH2:13][C:14](O)=[O:15])[CH2:9][CH2:8]1. Product: [O:7]1[CH2:12][CH2:11][CH:10]([CH2:13][CH2:14][OH:15])[CH2:9][CH2:8]1. The catalyst class is: 1. (3) The catalyst class is: 67. Product: [NH2:1][C@H:2]([C:11]([NH:13][C@@H:14]([C:24]([OH:26])=[O:25])[CH2:15][S:16][CH2:17][C:18]1[CH:19]=[CH:20][CH:21]=[CH:22][CH:23]=1)=[O:12])[CH2:3][C:4](=[O:5])[OH:10]. Reactant: [NH:1](C(OC(C)(C)C)=O)[C@H:2]([C:11]([NH:13][C@@H:14]([C:24]([OH:26])=[O:25])[CH2:15][S:16][CH2:17][C:18]1[CH:23]=[CH:22][CH:21]=[CH:20][CH:19]=1)=[O:12])[CH2:3][C:4](=[O:10])[O:5]C(C)(C)C. (4) Reactant: FC(F)(F)C(O)=O.[N:8]1([C:14]2[N:19]3[N:20]=[C:21]([C:23]4[CH:28]=[CH:27][CH:26]=[CH:25][CH:24]=4)[CH:22]=[C:18]3[N:17]=[C:16]([NH:29][NH2:30])[CH:15]=2)[CH2:13][CH2:12][O:11][CH2:10][CH2:9]1.[C:31]([C:33]1[CH:40]=[CH:39][C:36]([CH:37]=O)=[CH:35][CH:34]=1)#[N:32]. Product: [C:31]([C:33]1[CH:40]=[CH:39][C:36]([CH:37]=[N:30][NH:29][C:16]2[CH:15]=[C:14]([N:8]3[CH2:13][CH2:12][O:11][CH2:10][CH2:9]3)[N:19]3[N:20]=[C:21]([C:23]4[CH:28]=[CH:27][CH:26]=[CH:25][CH:24]=4)[CH:22]=[C:18]3[N:17]=2)=[CH:35][CH:34]=1)#[N:32]. The catalyst class is: 8. (5) Reactant: [CH2:1]([O:3][C:4](=[O:25])[C:5]([CH3:24])([O:7][C:8]1[CH:13]=[CH:12][C:11]([O:14][CH2:15][CH2:16][CH:17]2[CH2:21][NH:20][C:19](=[O:22])[N:18]2[CH3:23])=[CH:10][CH:9]=1)[CH3:6])[CH3:2].[H-].[Na+].[CH3:28][S:29]([C:32]1[CH:39]=[CH:38][C:35]([CH2:36]Cl)=[CH:34][CH:33]=1)(=[O:31])=[O:30].Cl. Product: [CH2:1]([O:3][C:4](=[O:25])[C:5]([O:7][C:8]1[CH:9]=[CH:10][C:11]([O:14][CH2:15][CH2:16][CH:17]2[CH2:21][N:20]([CH2:36][C:35]3[CH:34]=[CH:33][C:32]([S:29]([CH3:28])(=[O:31])=[O:30])=[CH:39][CH:38]=3)[C:19](=[O:22])[N:18]2[CH3:23])=[CH:12][CH:13]=1)([CH3:24])[CH3:6])[CH3:2]. The catalyst class is: 18. (6) Reactant: Br[C:2]1[CH:3]=[C:4]([NH:10][C:11]2[S:12][C:13]([CH2:16][CH3:17])=[N:14][N:15]=2)[C:5](=[O:9])[N:6]([CH3:8])[CH:7]=1.[C:18]([O:21][CH2:22][C:23]1[C:24]([N:38]2[CH2:49][CH2:48][N:47]3[C:40](=[CH:41][C:42]4[CH2:43][C:44]([CH3:51])([CH3:50])[CH2:45][C:46]=43)[C:39]2=[O:52])=[N:25][CH:26]=[CH:27][C:28]=1B1OC(C)(C)C(C)(C)O1)(=[O:20])[CH3:19].[O-]P([O-])([O-])=O.[K+].[K+].[K+].CC(O[Na])=O. Product: [C:18]([O:21][CH2:22][C:23]1[C:24]([N:38]2[CH2:49][CH2:48][N:47]3[C:40](=[CH:41][C:42]4[CH2:43][C:44]([CH3:51])([CH3:50])[CH2:45][C:46]=43)[C:39]2=[O:52])=[N:25][CH:26]=[CH:27][C:28]=1[C:2]1[CH:3]=[C:4]([NH:10][C:11]2[S:12][C:13]([CH2:16][CH3:17])=[N:14][N:15]=2)[C:5](=[O:9])[N:6]([CH3:8])[CH:7]=1)(=[O:20])[CH3:19]. The catalyst class is: 379. (7) Reactant: [NH2:1][C:2]1[CH:17]=[CH:16][C:5]([C:6]([NH:8][CH2:9][CH2:10][N:11]([CH2:14][CH3:15])[CH2:12][CH3:13])=[O:7])=[C:4]([O:18][CH3:19])[CH:3]=1.[CH2:20]1[O:31][C:30]2[CH:29]=[CH:28][C:24]([C:25](Cl)=[O:26])=[CH:23][C:22]=2[O:21]1. Product: [CH2:14]([N:11]([CH2:12][CH3:13])[CH2:10][CH2:9][NH:8][C:6]([C:5]1[C:4]([O:18][CH3:19])=[CH:3][C:2]([NH:1][C:25]([C:24]2[CH:28]=[CH:29][C:30]3[O:31][CH2:20][O:21][C:22]=3[CH:23]=2)=[O:26])=[CH:17][CH:16]=1)=[O:7])[CH3:15]. The catalyst class is: 22. (8) Reactant: [NH2:1][C:2]1[N:3]([CH3:24])[C:4](=[O:23])[C:5]2([N:22]=1)[CH:18]1[CH:13]([CH2:14][CH2:15][C:16]([F:20])([F:19])[CH2:17]1)[O:12][C:11]1[C:6]2=[CH:7][C:8](Br)=[CH:9][CH:10]=1.[F:25][C:26]1[C:31](B(O)O)=[CH:30][CH:29]=[CH:28][N:27]=1.C([O-])([O-])=O.[Na+].[Na+].O1CCOCC1. Product: [NH2:1][C:2]1[N:3]([CH3:24])[C:4](=[O:23])[C:5]2([N:22]=1)[CH:18]1[CH:13]([CH2:14][CH2:15][C:16]([F:20])([F:19])[CH2:17]1)[O:12][C:11]1[C:6]2=[CH:7][C:8]([C:31]2[C:26]([F:25])=[N:27][CH:28]=[CH:29][CH:30]=2)=[CH:9][CH:10]=1. The catalyst class is: 73. (9) Reactant: [C:1](Cl)(=[O:11])[C:2]1[CH:10]=[CH:9][CH:8]=[C:4]([C:5](Cl)=[O:6])[CH:3]=1.[NH2:13][C:14]1[CH:19]=[CH:18][CH:17]=[CH:16][N:15]=1.C(N(CC)CC)C.[NH2:27][C:28]1[CH:33]=[CH:32][C:31]([CH:34]=[CH2:35])=[CH:30][N:29]=1. Product: [CH:34]([C:31]1[CH:32]=[CH:33][C:28]([NH:27][C:1]([C:2]2[CH:10]=[CH:9][CH:8]=[C:4]([C:5]([NH:13][C:14]3[CH:19]=[CH:18][CH:17]=[CH:16][N:15]=3)=[O:6])[CH:3]=2)=[O:11])=[N:29][CH:30]=1)=[CH2:35]. The catalyst class is: 4.